Predict the product of the given reaction. From a dataset of Forward reaction prediction with 1.9M reactions from USPTO patents (1976-2016). (1) The product is: [CH2:2]([N:16]1[CH2:15][CH2:14][N:13]([C:11]([O:10][C:6]([CH3:9])([CH3:8])[CH3:7])=[O:12])[CH2:18][CH2:17]1)[CH2:3][C:4]#[CH:5]. Given the reactants Br[CH2:2][CH2:3][C:4]#[CH:5].[C:6]([O:10][C:11]([N:13]1[CH2:18][CH2:17][NH:16][CH2:15][CH2:14]1)=[O:12])([CH3:9])([CH3:8])[CH3:7].C(=O)([O-])[O-].[K+].[K+].O, predict the reaction product. (2) Given the reactants [F:1][C:2]1[CH:7]=[CH:6][CH:5]=[C:4]([F:8])[C:3]=1[N:9]1[C:14]2[N:15]=[C:16]([NH:32][CH2:33][CH2:34][N:35](C)[C:36](=O)OC(C)(C)C)[N:17]=[C:18]([C:19]3[CH:24]=[C:23]([C:25]([NH:27][CH:28]([CH3:30])[CH3:29])=[O:26])[CH:22]=[CH:21][C:20]=3[CH3:31])[C:13]=2[CH2:12][NH:11][C:10]1=[O:44].C(O)(C(F)(F)F)=O, predict the reaction product. The product is: [F:1][C:2]1[CH:7]=[CH:6][CH:5]=[C:4]([F:8])[C:3]=1[N:9]1[C:14]2[N:15]=[C:16]([NH:32][CH2:33][CH2:34][NH:35][CH3:36])[N:17]=[C:18]([C:19]3[CH:24]=[C:23]([CH:22]=[CH:21][C:20]=3[CH3:31])[C:25]([NH:27][CH:28]([CH3:29])[CH3:30])=[O:26])[C:13]=2[CH2:12][NH:11][C:10]1=[O:44]. (3) The product is: [Br:4][C:5]1[CH:13]=[CH:12][C:26]([NH:27][CH:29]=[O:30])=[C:7]([C:8](=[O:1])[CH2:14][C:15]2[CH:20]=[CH:19][C:18]([C:21]([C:22]#[N:23])([CH3:25])[CH3:24])=[CH:17][CH:16]=2)[CH:6]=1. Given the reactants [O:1]=[O+][O-].[Br:4][C:5]1[CH:6]=[C:7]2C(=[CH:12][CH:13]=1)NC=[C:8]2[CH2:14][C:15]1[CH:20]=[CH:19][C:18]([C:21]([CH3:25])([CH3:24])[C:22]#[N:23])=[CH:17][CH:16]=1.[CH3:26][N:27]([CH:29]=[O:30])C, predict the reaction product. (4) The product is: [CH2:34]([S:35][C:2]1[C:12]([N+:13]([O-:15])=[O:14])=[CH:11][C:10]([Cl:16])=[CH:9][C:3]=1[C:4]([O:6][CH2:7][CH3:8])=[O:5])[C:28]1[CH:33]=[CH:32][CH:31]=[CH:30][CH:29]=1. Given the reactants Cl[C:2]1[C:12]([N+:13]([O-:15])=[O:14])=[CH:11][C:10]([Cl:16])=[CH:9][C:3]=1[C:4]([O:6][CH2:7][CH3:8])=[O:5].CN(C)C=O.C(=O)([O-])[O-].[K+].[K+].[C:28]1([CH2:34][SH:35])[CH:33]=[CH:32][CH:31]=[CH:30][CH:29]=1, predict the reaction product. (5) Given the reactants [N:1]1[C:10]2[C:5](=[CH:6][CH:7]=[CH:8][CH:9]=2)[C:4]([C:11]([OH:13])=O)=[CH:3][CH:2]=1.C(Cl)(=O)C(Cl)=O.Cl.[F:21][C:22]1[CH:27]=[CH:26][C:25]([CH:28]([OH:42])[CH:29]([NH2:41])[CH2:30][C:31]2[CH:36]=[CH:35][C:34]([C:37]([F:40])([F:39])[F:38])=[CH:33][CH:32]=2)=[CH:24][CH:23]=1.C(=O)([O-])O.[Na+], predict the reaction product. The product is: [F:21][C:22]1[CH:23]=[CH:24][C:25]([CH:28]([OH:42])[CH:29]([NH:41][C:11]([C:4]2[C:5]3[C:10](=[CH:9][CH:8]=[CH:7][CH:6]=3)[N:1]=[CH:2][CH:3]=2)=[O:13])[CH2:30][C:31]2[CH:36]=[CH:35][C:34]([C:37]([F:40])([F:39])[F:38])=[CH:33][CH:32]=2)=[CH:26][CH:27]=1.